Binary Classification. Given two protein amino acid sequences, predict whether they physically interact or not. From a dataset of Human Reference Interactome with 51,813 positive PPI pairs across 8,248 proteins, plus equal number of experimentally-validated negative pairs. (1) Protein 1 (ENSG00000145907) has sequence MVMEKPSPLLVGREFVRQYYTLLNQAPDMLHRFYGKNSSYVHGGLDSNGKPADAVYGQKEIHRKVMSQNFTNCHTKIRHVDAHATLNDGVVVQVMGLLSNNNQALRRFMQTFVLAPEGSVANKFYVHNDIFRYQDEVFGGFVTEPQEESEEEVEEPEERQQTPEVVPDDSGTFYDQAVVSNDMEEHLEEPVAEPEPDPEPEPEQEPVSEIQEEKPEPVLEETAPEDAQKSSSPAPADIAQTVQEDLRTFSWASVTSKNLPPSGAVPVTGIPPHVVKVPASQPRPESKPESQIPPQRPQRD.... Protein 2 (ENSG00000198887) has sequence MATPSKKTSTPSPQPSKRALPRDPSSEVPSKRKNSAPQLPLLQSSGPFVEGSIVRISMENFLTYDICEVSPGPHLNMIVGANGTGKSSIVCAICLGLAGKPAFMGRADKVGFFVKRGCSRGMVEIELFRASGNLVITREIDVAKNQSFWFINKKSTTQKIVEEKVAALNIQVGNLCQFLPQDKVGEFAKLSKIELLEATEKSIGPPEMHKYHCELKNLREKEKQLETSCKEKTEYLQKMVQRNERYKQDVERFYERKRHLDLIEMLEAKRPWVEYENVRQEYEEVKLVRDRVKEEVRKLK.... Result: 0 (the proteins do not interact). (2) Protein 1 (ENSG00000213809) has sequence MGWIRGRRSRHSWEMSEFHNYNLDLKKSDFSTRWQKQRCPVVKSKCRENASPFFFCCFIAVAMGIRFIIMVTIWSAVFLNSLFNQEVQIPLTESYCGPCPKNWICYKNNCYQFFDESKNWYESQASCMSQNASLLKVYSKEDQDLLKLVKSYHWMGLVHIPTNGSWQWEDGSILSPNLLTIIEMQKGDCALYASSFKGYIENCSTPNTYICMQRTV*MGWIRGRRSRHSWEMSEFHNYNLDLKKSDFSTRWQKQRCPVVKSKCRENASPFFFCCFIAVAMGIRFIIMVTIWSAVFLN*. Protein 2 (ENSG00000170476) has sequence MRLSLPLLLLLLGAWAIPGGLGDRAPLTATAPQLDDEEMYSAHMPAHLRCDACRAVAYQMWQNLAKAETKLHTSNSGGRRELSELVYTDVLDRSCSRNWQDYGVREVDQVKRLTGPGLSEGPEPSISVMVTGGPWPTRLSRTCLHYLGEFGEDQIYEAHQQGRGALEALLCGGPQGACSEKVSATREEL*MRLSLPLLLLLLGAWAIPGGLGDRAPLTATAPQLDDEEMYSAHMPAHLRCDACRAVAYQRLCSYPPHLPLTEQQS*MRLSLPLLLLLLGAWAIPGGLGDRAPLTATAPQL.... Result: 0 (the proteins do not interact). (3) Protein 1 (ENSG00000145919) has sequence MADGGGGGGTGAVGGGGTSQASAGAATGATGASGGGGPINPASLPPGDPQLIALIVEQLKSRGLFDSFRRDCLADVDTKPAYQNLRQKVDNFVSTHLDKQEWNPTMNKNQLRNGLRQSVVQIRQTPFES*MADGGGGGGTGAVGGGGTSQASAGAATGATGASGGGGPINPASLPPGDPQLIALIVEQLKSRGLFDSFRRDCLADVDTKPAYQNLRQKVDNFVSTHLDKQEWNPTMNKNQLRNGLRQSVVQSGMLEAGVDRIISQVVDPKLNHIFRPQIERAIHEFLAAQKKAAVPAPPP.... Protein 2 (ENSG00000197965) has sequence MAASAGAGAVIAAPDSRRWLWSVLAAALGLLTAGVSALEVYTPKEIFVANGTQGKLTCKFKSTSTTGGLTSVSWSFQPEGADTTVSFFHYSQGQVYLGNYPPFKDRISWAGDLDKKDASINIENMQFIHNGTYICDVKNPPDIVVQPGHIRLYVVEKENLPVFPVWVVVGIVTAVVLGLTLLISMILAVLYRRKNSKRDYTGCSTSESLSPVKQAPRKSPSDTEGLVKSLPSGSHQGPVIYAQLDHSGGHHSDKINKSESVVYADIRKN*PFSSVTAGVSALEVYTPKEIFVANGTQGKL.... Result: 0 (the proteins do not interact). (4) Protein 1 (ENSG00000119414) has sequence MAPLDLDKYVEIARLCKYLPENDLKRLCDYVCDLLLEESNVQPVSTPVTVCGDIHGQFYDLCELFRTGGQVPDTNYIFMGDFVDRGYYSLETFTYLLALKAKWPDRITLLRGNHESRQITQVYGFYDECQTKYGNANAWRYCTKVFDMLTVAALIDEQILCVHGGLSPDIKTLDQIRTIERNQEIPHKGAFCDLVWSDPEDVDTWAISPRGAGWLFGAKVTNEFVHINNLKLICRAHQLVHEGYKFMFDEKLVTVWSAPNYCYRCGNIASIMVFKDVNTREPKLFRAVPDSERVIPPRTT.... Protein 2 (ENSG00000206530) has sequence MKEPDDQDTDGEKSVTSKSDGKKSLRSSKSESRSPVQEDNTFLEDDTDETFTKGEGSYLEEDSDEERLEGSLSSFQYGDLQSTTVPQQTPAPAVEEAEEEVKKKISESFFYDYMELASMPFVTLDSNIPLDLLTLVHSFGYDCRKRANLQLLDDSIAIYIAGNQLIFLNLKTKEQIYLRSSSGEGIGVIGVHPHKTYFTVAEKGSFPDIIIYEYPSLRPYRVLRDGTEKGYAYVDFNYSGNLLASVGSNPDYTLTIWNWKEEQPILRTKAFSQEVFKVTFNPDKEEQLTTSGSGHIKFWE.... Result: 0 (the proteins do not interact). (5) Protein 1 (ENSG00000100124) has sequence MAAAAGDADDEPRSGHSSSEGECAVAPEPLTDAEGLFSFADFGSALGGGGAGLSGRASGGAQSPLRYLHVLWQQDAEPRDELRCKIPAGRLRRAARPHRRLGPTGKEVHALKRLRDSANANDVETVQQLLEDGADPCAADDKGRTALHFASCNGNDQIVQLLLDHGADPNQRDGLGNTPLHLAACTNHVPVITTLLRGGARVDALDRAGRTPLHLAKSKLNILQEGHAQCLEAVRLEVKQIIHMLREYLERLGQHEQRERLDDLCTRLQMTSTKEQVDEVTDLLASFTSLSLQMQSMEKR.... Protein 2 (ENSG00000179335) has sequence MHHCKRYRSPEPDPYLSYRWKRRRSYSREHEGRLRYPSRREPPPRRSRSRSHDRLPYQRRYRERRDSDTYRCEERSPSFGEDYYGPSRSRHRRRSRERGPYRTRKHAHHCHKRRTRSCSSASSRSQQSSKRSSRSVEDDKEGHLVCRIGDWLQERYEIVGNLGEGTFGKVVECLDHARGKSQVALKIIRNVGKYREAARLEINVLKKIKEKDKENKFLCVLMSDWFNFHGHMCIAFELLGKNTFEFLKENNFQPYPLPHVRHMAYQLCHALRFLHENQLTHTDLKPENILFVNSEFETLY.... Result: 0 (the proteins do not interact).